From a dataset of Full USPTO retrosynthesis dataset with 1.9M reactions from patents (1976-2016). Predict the reactants needed to synthesize the given product. Given the product [ClH:41].[CH:20]([NH:19][C:17]([N:14]1[CH2:15][CH2:16][N:11]([C:8]2[CH:9]=[CH:10][C:5]3[N:6]([C:2]([C:23]4[CH:28]=[CH:27][CH:26]=[CH:25][CH:24]=4)=[CH:3][N:4]=3)[N:7]=2)[CH2:12][CH2:13]1)=[O:18])([CH3:22])[CH3:21], predict the reactants needed to synthesize it. The reactants are: Br[C:2]1[N:6]2[N:7]=[C:8]([N:11]3[CH2:16][CH2:15][N:14]([C:17]([NH:19][CH:20]([CH3:22])[CH3:21])=[O:18])[CH2:13][CH2:12]3)[CH:9]=[CH:10][C:5]2=[N:4][CH:3]=1.[C:23]1(B(O)O)[CH:28]=[CH:27][CH:26]=[CH:25][CH:24]=1.O.[O-]P([O-])([O-])=O.[K+].[K+].[K+].[Cl:41]CCl.N#N.